Dataset: Full USPTO retrosynthesis dataset with 1.9M reactions from patents (1976-2016). Task: Predict the reactants needed to synthesize the given product. (1) Given the product [F:26][C:21]1([F:25])[CH2:22][CH2:23][CH2:24][N:19]([C:17]([C:15]2[N:16]=[C:12]([C:10]3[CH:9]=[CH:8][C:7]([CH2:27][NH:28][C:29](=[O:38])[C:30]([F:36])([F:37])[C:31]4[S:32][CH:33]=[CH:34][CH:35]=4)=[C:6]([CH2:5][CH2:4][C:3]([OH:39])=[O:2])[CH:11]=3)[O:13][CH:14]=2)=[O:18])[CH2:20]1.[CH3:1][O:2][C:3](=[O:39])[CH2:4][CH2:5][C:6]1[CH:11]=[C:10]([C:12]2[O:13][CH:14]=[C:15]([C:17]([N:19]3[CH2:24][CH2:23][CH2:22][C:21]([F:25])([F:26])[CH2:20]3)=[O:18])[N:16]=2)[CH:9]=[CH:8][C:7]=1[CH2:27][NH:28][C:29](=[O:38])[C:30]([F:36])([F:37])[C:31]1[S:32][CH:33]=[CH:34][CH:35]=1, predict the reactants needed to synthesize it. The reactants are: [CH3:1][O:2][C:3](=[O:39])[CH:4]=[CH:5][C:6]1[CH:11]=[C:10]([C:12]2[O:13][CH:14]=[C:15]([C:17]([N:19]3[CH2:24][CH2:23][CH2:22][C:21]([F:26])([F:25])[CH2:20]3)=[O:18])[N:16]=2)[CH:9]=[CH:8][C:7]=1[CH2:27][NH:28][C:29](=[O:38])[C:30]([F:37])([F:36])[C:31]1[S:32][CH:33]=[CH:34][CH:35]=1. (2) Given the product [F:14][C:11]1[CH:10]=[CH:9][C:8]([O:7][C:4]2[CH:3]=[CH:2][C:1]([S:16]([OH:19])(=[O:18])=[O:17])=[CH:6][CH:5]=2)=[CH:13][CH:12]=1, predict the reactants needed to synthesize it. The reactants are: [CH:1]1[CH:6]=[CH:5][C:4]([O:7][C:8]2[CH:13]=[CH:12][C:11]([F:14])=[CH:10][CH:9]=2)=[CH:3][CH:2]=1.Cl[S:16]([OH:19])(=[O:18])=[O:17]. (3) Given the product [C:1]([N:5]1[C:9]([CH2:10][CH2:11][C:12]2[CH:13]=[CH:14][C:15]([O:18][CH3:19])=[CH:16][CH:17]=2)=[C:8]([C:20]2[S:21][CH:22]=[C:23]([CH2:25][C:26]([NH:36][CH2:35][CH:32]3[CH2:33][CH2:34][O:29][CH2:30][CH2:31]3)=[O:27])[N:24]=2)[CH:7]=[N:6]1)([CH3:4])([CH3:2])[CH3:3], predict the reactants needed to synthesize it. The reactants are: [C:1]([N:5]1[C:9]([CH2:10][CH2:11][C:12]2[CH:17]=[CH:16][C:15]([O:18][CH3:19])=[CH:14][CH:13]=2)=[C:8]([C:20]2[S:21][CH:22]=[C:23]([CH2:25][C:26](O)=[O:27])[N:24]=2)[CH:7]=[N:6]1)([CH3:4])([CH3:3])[CH3:2].[O:29]1[CH2:34][CH2:33][CH:32]([CH2:35][NH2:36])[CH2:31][CH2:30]1.